Dataset: Human liver microsome stability data. Task: Regression/Classification. Given a drug SMILES string, predict its absorption, distribution, metabolism, or excretion properties. Task type varies by dataset: regression for continuous measurements (e.g., permeability, clearance, half-life) or binary classification for categorical outcomes (e.g., BBB penetration, CYP inhibition). Dataset: hlm. (1) The molecule is O=P1(c2ccc(C(F)(F)F)cc2)NCCCN1. The result is 0 (unstable in human liver microsomes). (2) The molecule is CS(=O)(=O)c1ccc(-c2cnc(N)c(-c3ccc(C(F)(F)F)cc3)n2)cc1. The result is 0 (unstable in human liver microsomes). (3) The drug is N#Cc1cccc(OC(=O)N2CCC(C(c3ccccc3)c3ccccc3)CC2)c1. The result is 0 (unstable in human liver microsomes).